From a dataset of M1 muscarinic receptor agonist screen with 61,833 compounds. Binary Classification. Given a drug SMILES string, predict its activity (active/inactive) in a high-throughput screening assay against a specified biological target. (1) The compound is S(=O)(=O)(N1CCC(N2CC(OC(C2)C)C)CC1)c1ccccc1. The result is 0 (inactive). (2) The molecule is S(CC(=O)N1CCCc2c1cccc2)c1n(Cc2occc2)c(=O)c2c(sc(c2)CC)n1. The result is 0 (inactive). (3) The drug is O(CCn1c(nc2n(c(=O)[nH]c(=O)c12)C)CN(Cc1ccccc1)Cc1ccccc1)CC. The result is 0 (inactive). (4) The compound is s1c2nc(SCc3oc(cc3)C(OC)=O)[nH]c(=O)c2c(c2sccc2)c1. The result is 0 (inactive). (5) The drug is S(=O)(=O)(NCCN(C)C)c1c(sc(c1)C)C. The result is 0 (inactive).